From a dataset of Reaction yield outcomes from USPTO patents with 853,638 reactions. Predict the reaction yield, written as a fraction of the theoretical maximum amount of product (1.0 means a 100% yield; for example, 0.34 means a 34% yield). (1) The reactants are [O:1]=[C:2]1[CH:6]=[CH:5][C:4](=[O:7])[N:3]1[CH2:8][CH2:9][O:10][CH2:11][CH2:12][O:13][CH2:14][CH2:15][O:16][CH2:17][CH2:18][C:19]([OH:21])=[O:20].Cl.C(N=C=NCCCN(C)C)C.[F:34][C:35]1[C:40](O)=[C:39]([F:42])[C:38]([F:43])=[C:37]([F:44])[C:36]=1[F:45]. The catalyst is ClCCl.C(=O)(O)[O-].[Na+]. The product is [O:1]=[C:2]1[CH:6]=[CH:5][C:4](=[O:7])[N:3]1[CH2:8][CH2:9][O:10][CH2:11][CH2:12][O:13][CH2:14][CH2:15][O:16][CH2:17][CH2:18][C:19]([O:21][C:40]1[C:39]([F:42])=[C:38]([F:43])[C:37]([F:44])=[C:36]([F:45])[C:35]=1[F:34])=[O:20]. The yield is 0.940. (2) The reactants are [C:1]12([C:11]3[CH:16]=[CH:15][C:14]([OH:17])=[CH:13][CH:12]=3)[CH2:10][CH:5]3[CH2:6][CH:7]([CH2:9][CH:3]([CH2:4]3)[CH2:2]1)[CH2:8]2.C(=O)([O-])[O-].[K+].[K+].Br[C:25]([CH3:31])([CH3:30])[C:26]([O:28][CH3:29])=[O:27]. The catalyst is CN(C)C=O.C(OCC)(=O)C. The product is [C:1]12([C:11]3[CH:12]=[CH:13][C:14]([O:17][C:25]([CH3:31])([CH3:30])[C:26]([O:28][CH3:29])=[O:27])=[CH:15][CH:16]=3)[CH2:8][CH:7]3[CH2:9][CH:3]([CH2:4][CH:5]([CH2:6]3)[CH2:10]1)[CH2:2]2. The yield is 0.941. (3) The reactants are [CH3:1][C@@H:2]1[N:8]([C:9]([CH:11]2[CH2:16][CH2:15][NH:14][CH2:13][CH2:12]2)=[O:10])[CH2:7][C:6]2[CH:17]=[CH:18][C:19]([C:21]([O:23][CH3:24])=[O:22])=[CH:20][C:5]=2[O:4][CH2:3]1.[CH:25](OCC)=[O:26]. No catalyst specified. The product is [CH:25]([N:14]1[CH2:13][CH2:12][CH:11]([C:9]([N:8]2[CH2:7][C:6]3[CH:17]=[CH:18][C:19]([C:21]([O:23][CH3:24])=[O:22])=[CH:20][C:5]=3[O:4][CH2:3][C@@H:2]2[CH3:1])=[O:10])[CH2:16][CH2:15]1)=[O:26]. The yield is 0.430.